Dataset: Peptide-MHC class II binding affinity with 134,281 pairs from IEDB. Task: Regression. Given a peptide amino acid sequence and an MHC pseudo amino acid sequence, predict their binding affinity value. This is MHC class II binding data. (1) The peptide sequence is ITPLMKAQSVPGMAVA. The MHC is DRB1_0701 with pseudo-sequence DRB1_0701. The binding affinity (normalized) is 0.0141. (2) The peptide sequence is KFVDSTVVASVTIID. The MHC is HLA-DPA10201-DPB10101 with pseudo-sequence HLA-DPA10201-DPB10101. The binding affinity (normalized) is 0.335. (3) The peptide sequence is DINASFRAAMATTAN. The MHC is DRB1_1201 with pseudo-sequence DRB1_1201. The binding affinity (normalized) is 0.371. (4) The MHC is DRB1_1501 with pseudo-sequence DRB1_1501. The peptide sequence is GELQIVDKLDAAFKI. The binding affinity (normalized) is 0.524.